Dataset: CYP2D6 inhibition data for predicting drug metabolism from PubChem BioAssay. Task: Regression/Classification. Given a drug SMILES string, predict its absorption, distribution, metabolism, or excretion properties. Task type varies by dataset: regression for continuous measurements (e.g., permeability, clearance, half-life) or binary classification for categorical outcomes (e.g., BBB penetration, CYP inhibition). Dataset: cyp2d6_veith. (1) The compound is NCCCC(=O)O. The result is 0 (non-inhibitor). (2) The molecule is CCCS(=O)(=O)N1CCCC(C(=O)N2CCN(C(=O)OCC)CC2)C1. The result is 0 (non-inhibitor). (3) The molecule is CC(C)(C)c1ccc(OCC(=O)N/N=C/c2cc(Br)ccc2OC(=O)c2ccco2)cc1. The result is 0 (non-inhibitor). (4) The compound is N#CCCn1c(=O)cnc2cnc(Oc3ccccc3)nc21. The result is 0 (non-inhibitor). (5) The result is 0 (non-inhibitor). The molecule is O=C(c1cccc(F)c1)N1CCC2(CCN(Cc3nccs3)CC2)CC1. (6) The molecule is N#Cc1cccc(-c2ccc3ncnc(NCCN4CCOCC4)c3c2)c1. The result is 0 (non-inhibitor). (7) The molecule is O=C(O)c1c[nH]c(=S)n1-c1ccc(F)cc1. The result is 0 (non-inhibitor).